From a dataset of Forward reaction prediction with 1.9M reactions from USPTO patents (1976-2016). Predict the product of the given reaction. (1) Given the reactants [CH3:1][O:2][C:3]1[CH:8]=[CH:7][C:6]([CH:9]2[NH:14][CH2:13][CH2:12][N:11]([C:15]([O:17][C:18]([CH3:21])([CH3:20])[CH3:19])=[O:16])[CH2:10]2)=[CH:5][CH:4]=1.C(=O)([O-])[O-].[K+].[K+].Cl[C:29]([O:31][CH2:32][CH3:33])=[O:30], predict the reaction product. The product is: [CH3:1][O:2][C:3]1[CH:4]=[CH:5][C:6]([CH:9]2[CH2:10][N:11]([C:15]([O:17][C:18]([CH3:21])([CH3:20])[CH3:19])=[O:16])[CH2:12][CH2:13][N:14]2[C:29]([O:31][CH2:32][CH3:33])=[O:30])=[CH:7][CH:8]=1. (2) Given the reactants [Cl:1][C:2]1[CH:3]=[C:4]([C:9]2([OH:23])[CH2:15][O:14][CH2:13][CH2:12][N:11]([C:16]([O:18][C:19]([CH3:22])([CH3:21])[CH3:20])=[O:17])[CH2:10]2)[CH:5]=[CH:6][C:7]=1[Cl:8].[H-].[Na+].[CH3:26]I, predict the reaction product. The product is: [Cl:1][C:2]1[CH:3]=[C:4]([C:9]2([O:23][CH3:26])[CH2:15][O:14][CH2:13][CH2:12][N:11]([C:16]([O:18][C:19]([CH3:20])([CH3:22])[CH3:21])=[O:17])[CH2:10]2)[CH:5]=[CH:6][C:7]=1[Cl:8].